Dataset: Forward reaction prediction with 1.9M reactions from USPTO patents (1976-2016). Task: Predict the product of the given reaction. (1) Given the reactants [C:1]([C:5]1[CH:9]=[C:8]([CH2:10][CH2:11][C:12](O)=[O:13])[N:7]([CH2:15][C:16]2[CH:21]=[CH:20][C:19]([C:22]([F:25])([F:24])[F:23])=[CH:18][C:17]=2[Cl:26])[N:6]=1)([CH3:4])([CH3:3])[CH3:2].[CH2:27]([S:32]([NH2:35])(=[O:34])=[O:33])[CH2:28][CH2:29][CH2:30][CH3:31].N12CCCN=C1CCCCC2, predict the reaction product. The product is: [C:1]([C:5]1[CH:9]=[C:8]([CH2:10][CH2:11][C:12]([NH:35][S:32]([CH2:27][CH2:28][CH2:29][CH2:30][CH3:31])(=[O:34])=[O:33])=[O:13])[N:7]([CH2:15][C:16]2[CH:21]=[CH:20][C:19]([C:22]([F:24])([F:23])[F:25])=[CH:18][C:17]=2[Cl:26])[N:6]=1)([CH3:4])([CH3:3])[CH3:2]. (2) The product is: [CH3:12][O:13][C:14]1[CH:22]=[CH:21][C:17]([C:18]([NH:11][CH2:10][CH2:9][C:6]2[CH:7]=[CH:8][C:3]([O:2][CH3:1])=[CH:4][CH:5]=2)=[O:19])=[CH:16][C:15]=1[N+:23]([O-:25])=[O:24]. Given the reactants [CH3:1][O:2][C:3]1[CH:8]=[CH:7][C:6]([CH2:9][CH2:10][NH2:11])=[CH:5][CH:4]=1.[CH3:12][O:13][C:14]1[CH:22]=[CH:21][C:17]([C:18](O)=[O:19])=[CH:16][C:15]=1[N+:23]([O-:25])=[O:24], predict the reaction product.